The task is: Predict the reactants needed to synthesize the given product.. This data is from Full USPTO retrosynthesis dataset with 1.9M reactions from patents (1976-2016). (1) Given the product [C:1]1([S:7]([NH:10][C:11]2[CH:17]=[CH:16][C:15]([Cl:18])=[CH:14][C:12]=2[NH:13][C:33]([C:32]2[CH:36]=[CH:37][C:29]([C:27]([O:26][CH3:25])=[O:28])=[CH:30][CH:31]=2)=[O:34])(=[O:8])=[O:9])[CH:2]=[CH:3][CH:4]=[CH:5][CH:6]=1, predict the reactants needed to synthesize it. The reactants are: [C:1]1([S:7]([NH:10][C:11]2[CH:17]=[CH:16][C:15]([Cl:18])=[CH:14][C:12]=2[NH2:13])(=[O:9])=[O:8])[CH:6]=[CH:5][CH:4]=[CH:3][CH:2]=1.N1C=CC=CC=1.[CH3:25][O:26][C:27]([C:29]1[CH:37]=[CH:36][C:32]([C:33](Cl)=[O:34])=[CH:31][CH:30]=1)=[O:28].O. (2) Given the product [Cl:1][C:2]1[N:3]=[CH:4][N:5]=[C:6]([C:15]2[CH:14]=[CH:13][CH:12]=[C:11]([O:10][CH3:9])[CH:16]=2)[CH:7]=1, predict the reactants needed to synthesize it. The reactants are: [Cl:1][C:2]1[CH:7]=[C:6](Cl)[N:5]=[CH:4][N:3]=1.[CH3:9][O:10][C:11]1[CH:12]=[C:13](B(O)O)[CH:14]=[CH:15][CH:16]=1.C(=O)([O-])[O-].[K+].[K+]. (3) Given the product [CH3:6][O:7][C:8](=[O:18])[CH2:9][C:10]1[CH:15]=[C:14]([S:2]([Cl:1])(=[O:5])=[O:3])[CH:13]=[CH:12][C:11]=1[O:16][CH3:17], predict the reactants needed to synthesize it. The reactants are: [Cl:1][S:2]([OH:5])(=O)=[O:3].[CH3:6][O:7][C:8](=[O:18])[CH2:9][C:10]1[CH:15]=[CH:14][CH:13]=[CH:12][C:11]=1[O:16][CH3:17]. (4) Given the product [OH:21][CH2:20][CH:15]1[CH2:16][CH2:17][CH2:18][CH2:19][N:14]1[C:6]1[C:7]2[C:12](=[CH:11][CH:10]=[CH:9][CH:8]=2)[C:3]([C:1]#[N:2])=[CH:4][CH:5]=1, predict the reactants needed to synthesize it. The reactants are: [C:1]([C:3]1[C:12]2[C:7](=[CH:8][CH:9]=[CH:10][CH:11]=2)[C:6](F)=[CH:5][CH:4]=1)#[N:2].[NH:14]1[CH2:19][CH2:18][CH2:17][CH2:16][CH:15]1[CH2:20][OH:21].